Dataset: Reaction yield outcomes from USPTO patents with 853,638 reactions. Task: Predict the reaction yield, written as a fraction of the theoretical maximum amount of product (1.0 means a 100% yield; for example, 0.34 means a 34% yield). The reactants are [N:1]([CH:4]([C:14]1[C:15]([O:25][CH2:26][CH3:27])=[C:16]([C:22](=[O:24])[CH3:23])[CH:17]=[C:18]([Cl:21])[C:19]=1[F:20])[CH2:5][O:6][Si:7]([C:10]([CH3:13])([CH3:12])[CH3:11])([CH3:9])[CH3:8])=[N+]=[N-].O.C1(P(C2C=CC=CC=2)C2C=CC=CC=2)C=CC=CC=1. The product is [NH2:1][CH:4]([C:14]1[C:15]([O:25][CH2:26][CH3:27])=[C:16]([C:22](=[O:24])[CH3:23])[CH:17]=[C:18]([Cl:21])[C:19]=1[F:20])[CH2:5][O:6][Si:7]([C:10]([CH3:13])([CH3:12])[CH3:11])([CH3:9])[CH3:8]. The catalyst is O1CCCC1.[Cl-].[Na+].O. The yield is 1.00.